This data is from Catalyst prediction with 721,799 reactions and 888 catalyst types from USPTO. The task is: Predict which catalyst facilitates the given reaction. (1) Reactant: [Cl:1][C:2]1[CH:3]=[C:4]2[C:8](=[CH:9][CH:10]=1)[NH:7][C:6]1[CH:11]([CH2:16][CH3:17])[N:12]([CH3:15])[CH2:13][CH2:14][C:5]2=1.N1CCC[C@H]1C(O)=O.[O-]P([O-])([O-])=O.[K+].[K+].[K+].Br[CH:35]=[C:36]([C:38]1[CH:43]=[CH:42][C:41]([O:44][CH3:45])=[CH:40][CH:39]=1)[CH3:37]. Product: [Cl:1][C:2]1[CH:3]=[C:4]2[C:8](=[CH:9][CH:10]=1)[N:7]([CH:35]=[C:36]([C:38]1[CH:39]=[CH:40][C:41]([O:44][CH3:45])=[CH:42][CH:43]=1)[CH3:37])[C:6]1[CH:11]([CH2:16][CH3:17])[N:12]([CH3:15])[CH2:13][CH2:14][C:5]2=1. The catalyst class is: 122. (2) Reactant: Cl.[O:2]1[CH2:6][C@@H:5]([C:7]([NH2:9])=[O:8])[NH:4][CH2:3]1.C(N(CC)CC)C.[Cl:17][CH2:18][C:19](Cl)=[O:20].C(OCC)(=O)C. Product: [Cl:17][CH2:18][C:19]([N:4]1[C@H:5]([C:7]([NH2:9])=[O:8])[CH2:6][O:2][CH2:3]1)=[O:20]. The catalyst class is: 4. (3) Reactant: [BH4-].[Na+].[Cl-].[Ca+2].[Cl-].C(O)C.[Cl:9][C:10]1[N:20]=[CH:19][C:18]([CH2:21][N:22]2[C:26]([CH3:27])=[C:25]([C:28]3[CH:33]=[CH:32][C:31]([C:34]#[N:35])=[C:30]([Cl:36])[CH:29]=3)[C:24]([CH3:37])=[N:23]2)=[CH:17][C:11]=1[C:12](OCC)=[O:13]. Product: [Cl:36][C:30]1[CH:29]=[C:28]([C:25]2[C:24]([CH3:37])=[N:23][N:22]([CH2:21][C:18]3[CH:19]=[N:20][C:10]([Cl:9])=[C:11]([CH2:12][OH:13])[CH:17]=3)[C:26]=2[CH3:27])[CH:33]=[CH:32][C:31]=1[C:34]#[N:35]. The catalyst class is: 1. (4) Product: [C:17]([O:21][C:22]([N:24]1[CH2:29][CH2:28][CH:27]([C:30](=[O:35])[C:2]2[CH:7]=[CH:6][C:5]([C:8]([OH:11])([CH3:10])[CH3:9])=[CH:4][CH:3]=2)[CH2:26][CH2:25]1)=[O:23])([CH3:20])([CH3:19])[CH3:18]. The catalyst class is: 1. Reactant: Br[C:2]1[CH:7]=[CH:6][C:5]([C:8]([OH:11])([CH3:10])[CH3:9])=[CH:4][CH:3]=1.C([Li])CCC.[C:17]([O:21][C:22]([N:24]1[CH2:29][CH2:28][CH:27]([C:30](=[O:35])N(OC)C)[CH2:26][CH2:25]1)=[O:23])([CH3:20])([CH3:19])[CH3:18]. (5) Reactant: [OH:1][C@@H:2]1[C@:10]2([CH3:11])[C@H:5]([CH2:6][C@@H:7]([C:35]3[CH:40]=[CH:39][C:38]([O:41][CH:42]4[CH2:47][CH2:46][CH2:45][CH2:44][O:43]4)=[CH:37][CH:36]=3)[C@@H:8]([C:12]3[CH:17]=[CH:16][C:15]([O:18][CH2:19][CH2:20][CH2:21][CH2:22][CH2:23][S:24][CH2:25][CH2:26][CH2:27][C:28]([F:34])([F:33])[C:29]([F:32])([F:31])[F:30])=[CH:14][CH:13]=3)[CH2:9]2)[CH2:4][CH2:3]1.[C:48](OC(=O)C)(=[O:50])[CH3:49].C(=O)(O)[O-].[Na+]. Product: [C:48]([O:1][C@@H:2]1[C@:10]2([CH3:11])[C@H:5]([CH2:6][C@@H:7]([C:35]3[CH:36]=[CH:37][C:38]([O:41][CH:42]4[CH2:47][CH2:46][CH2:45][CH2:44][O:43]4)=[CH:39][CH:40]=3)[C@@H:8]([C:12]3[CH:17]=[CH:16][C:15]([O:18][CH2:19][CH2:20][CH2:21][CH2:22][CH2:23][S:24][CH2:25][CH2:26][CH2:27][C:28]([F:33])([F:34])[C:29]([F:30])([F:31])[F:32])=[CH:14][CH:13]=3)[CH2:9]2)[CH2:4][CH2:3]1)(=[O:50])[CH3:49]. The catalyst class is: 537. (6) Reactant: Cl.[C:2]([C:6]1[CH:11]=[C:10]([S:12][CH:13]2[CH2:18][CH2:17][NH:16][CH2:15][CH2:14]2)[CH:9]=[C:8]([C:19]([CH3:22])([CH3:21])[CH3:20])[C:7]=1[OH:23])([CH3:5])([CH3:4])[CH3:3].C(N(CC)C(C)C)(C)C.[CH3:33][O:34][C:35]([C:37]1[N:38]([CH3:46])[C:39]([S:42](Cl)(=[O:44])=[O:43])=[CH:40][CH:41]=1)=[O:36]. Product: [CH3:33][O:34][C:35]([C:37]1[N:38]([CH3:46])[C:39]([S:42]([N:16]2[CH2:17][CH2:18][CH:13]([S:12][C:10]3[CH:9]=[C:8]([C:19]([CH3:22])([CH3:21])[CH3:20])[C:7]([OH:23])=[C:6]([C:2]([CH3:5])([CH3:4])[CH3:3])[CH:11]=3)[CH2:14][CH2:15]2)(=[O:44])=[O:43])=[CH:40][CH:41]=1)=[O:36]. The catalyst class is: 56. (7) Reactant: [O:1]=[C:2]([C:9]1[CH:14]=[CH:13][CH:12]=[CH:11][C:10]=1[CH3:15])[CH2:3][C:4]([O:6]CC)=O.[F:16][C:17]1[CH:22]=[CH:21][C:20]([F:23])=[CH:19][C:18]=1[C:24](=[N:26]O)[NH2:25]. Product: [F:16][C:17]1[CH:22]=[CH:21][C:20]([F:23])=[CH:19][C:18]=1[C:24]1[N:26]=[C:4]([CH2:3][C:2]([C:9]2[CH:14]=[CH:13][CH:12]=[CH:11][C:10]=2[CH3:15])=[O:1])[O:6][N:25]=1. The catalyst class is: 11.